Task: Predict the reactants needed to synthesize the given product.. Dataset: Full USPTO retrosynthesis dataset with 1.9M reactions from patents (1976-2016) Given the product [N:15]1([CH2:13][CH2:12][CH2:11][CH2:10][C:7]2[CH:8]=[CH:9][C:4]([NH:1][CH:51]=[C:26]3[C:25]4[C:31](=[CH:32][CH:33]=[CH:34][CH:24]=4)[NH:28][C:27]3=[O:23])=[CH:5][CH:6]=2)[CH2:20][CH2:19][CH2:18][CH2:17][CH2:16]1, predict the reactants needed to synthesize it. The reactants are: [N+:1]([C:4]1[CH:9]=[CH:8][C:7]([CH2:10][CH2:11][CH2:12][C:13]([N:15]2[CH2:20][CH2:19][CH2:18][CH2:17][CH2:16]2)=O)=[CH:6][CH:5]=1)([O-])=O.B.B.[O:23]1[CH2:27][CH2:26][CH2:25][CH2:24]1.[N+:28]([C:31]1C=C[C:34](CCCCN2CCCCC2)=[CH:33][CH:32]=1)([O-])=O.Cl.[OH-].[Na+].N1(CCCCC2C=CC(N)=CC=2)CCCC[CH2:51]1.